This data is from Full USPTO retrosynthesis dataset with 1.9M reactions from patents (1976-2016). The task is: Predict the reactants needed to synthesize the given product. (1) Given the product [Cl:1][C:2]1[CH:7]=[CH:6][C:5]([C:8]2[N:9]([CH2:14][C@H:15]([OH:20])[C:16]([F:18])([F:19])[F:17])[C:10](=[O:13])[N:11]([CH2:22][C:23]3[O:27][C:26]([C:28]4[CH:33]=[CH:32][CH:31]=[C:30]([Cl:34])[C:29]=4[Cl:35])=[N:25][CH:24]=3)[N:12]=2)=[CH:4][CH:3]=1, predict the reactants needed to synthesize it. The reactants are: [Cl:1][C:2]1[CH:7]=[CH:6][C:5]([C:8]2[N:9]([CH2:14][C@H:15]([OH:20])[C:16]([F:19])([F:18])[F:17])[C:10](=[O:13])[NH:11][N:12]=2)=[CH:4][CH:3]=1.Br[CH2:22][C:23]1[O:27][C:26]([C:28]2[CH:33]=[CH:32][CH:31]=[C:30]([Cl:34])[C:29]=2[Cl:35])=[N:25][CH:24]=1. (2) Given the product [OH:15][C@@H:14]([CH2:18][OH:17])[CH2:13][N:9]1[C:10](=[O:12])[C:11]2[C:2]([NH:27][C:26]3[CH:28]=[CH:29][C:30]([I:32])=[CH:31][C:25]=3[F:24])=[C:3]([CH3:23])[C:4](=[O:22])[N:5]([CH3:21])[C:6]=2[N:7]=[CH:8]1, predict the reactants needed to synthesize it. The reactants are: Cl[C:2]1[C:11]2[C:10](=[O:12])[N:9]([CH2:13][C@@H:14]3[CH2:18][O:17]C(C)(C)[O:15]3)[CH:8]=[N:7][C:6]=2[N:5]([CH3:21])[C:4](=[O:22])[C:3]=1[CH3:23].[F:24][C:25]1[CH:31]=[C:30]([I:32])[CH:29]=[CH:28][C:26]=1[NH2:27].CC1(C)C2C=CC=C(P(C3C=CC=CC=3)C3C=CC=CC=3)C=2OC2C1=CC=CC=2P(C1C=CC=CC=1)C1C=CC=CC=1.CC(C)([O-])C.[Na+]. (3) The reactants are: [CH3:1][CH:2]1[CH2:6][CH2:5][CH2:4][N:3]1[C:7]1[N:12]=[C:11]([NH:13][C:14]2[C:15]3[N:16]([CH:29]=[CH:30][N:31]=3)[N:17]=[C:18]([C:20]3[CH:21]=[C:22]([CH:26]=[CH:27][CH:28]=3)[C:23]([OH:25])=O)[CH:19]=2)[CH:10]=[CH:9][CH:8]=1.[NH2:32][CH:33]([CH3:36])[CH2:34][OH:35].CN1C=CN=C1.CCN=C=NCCCN(C)C. Given the product [OH:35][CH2:34][CH:33]([NH:32][C:23](=[O:25])[C:22]1[CH:26]=[CH:27][CH:28]=[C:20]([C:18]2[CH:19]=[C:14]([NH:13][C:11]3[CH:10]=[CH:9][CH:8]=[C:7]([N:3]4[CH2:4][CH2:5][CH2:6][CH:2]4[CH3:1])[N:12]=3)[C:15]3[N:16]([CH:29]=[CH:30][N:31]=3)[N:17]=2)[CH:21]=1)[CH3:36], predict the reactants needed to synthesize it. (4) Given the product [F:11][C:10]([F:13])([F:12])[C:9]([NH:8][C:7]1[CH:6]=[CH:5][C:4]([S:15](=[O:17])(=[O:16])[NH:19][C:20]2[S:21][CH:22]=[CH:23][N:24]=2)=[CH:3][C:2]=1[CH3:1])=[O:14], predict the reactants needed to synthesize it. The reactants are: [CH3:1][C:2]1[CH:3]=[C:4]([S:15](Cl)(=[O:17])=[O:16])[CH:5]=[CH:6][C:7]=1[NH:8][C:9](=[O:14])[C:10]([F:13])([F:12])[F:11].[NH2:19][C:20]1[S:21][CH:22]=[CH:23][N:24]=1. (5) Given the product [CH3:20][CH:21]([CH3:31])[CH2:22][C:23]1[CH:24]=[CH:25][C:26]([CH2:27][N:4]2[CH2:3][CH2:2][N:1]([C:7]3[CH:8]=[CH:9][C:10]4[N:11]([C:13]([C:16]([F:17])([F:18])[F:19])=[N:14][N:15]=4)[N:12]=3)[CH2:6][CH2:5]2)=[CH:29][CH:30]=1, predict the reactants needed to synthesize it. The reactants are: [N:1]1([C:7]2[CH:8]=[CH:9][C:10]3[N:11]([C:13]([C:16]([F:19])([F:18])[F:17])=[N:14][N:15]=3)[N:12]=2)[CH2:6][CH2:5][NH:4][CH2:3][CH2:2]1.[CH3:20][CH:21]([CH3:31])[CH2:22][C:23]1[CH:30]=[CH:29][C:26]([CH:27]=O)=[CH:25][CH:24]=1. (6) Given the product [Cl:30][C:31]1[CH:32]=[C:33]([CH:38]=[CH:39][CH:40]=1)[C:34]([OH:36])=[O:35], predict the reactants needed to synthesize it. The reactants are: COC(C1N=C2N(CC(N3CC(C)CC(C)C3)=O)C=C(CSC)N2C(=O)C=1O)=O.[Cl:30][C:31]1[CH:32]=[C:33]([CH:38]=[CH:39][CH:40]=1)[C:34]([O:36]O)=[O:35]. (7) Given the product [O:21]1[C:25]2[CH:26]=[CH:27][CH:28]=[CH:29][C:24]=2[C:23]([NH:30][C:31]([N:33]2[CH2:38][CH2:37][N:36]([C:2]3[S:6][N:5]=[C:4]([C:7]4[CH:12]=[CH:11][C:10]([F:13])=[CH:9][CH:8]=4)[N:3]=3)[CH2:35][CH2:34]2)=[O:32])=[N:22]1, predict the reactants needed to synthesize it. The reactants are: Cl[C:2]1[S:6][N:5]=[C:4]([C:7]2[CH:12]=[CH:11][C:10]([F:13])=[CH:9][CH:8]=2)[N:3]=1.FC(F)(F)C(O)=O.[O:21]1[C:25]2[CH:26]=[CH:27][CH:28]=[CH:29][C:24]=2[C:23]([NH:30][C:31]([N:33]2[CH2:38][CH2:37][NH:36][CH2:35][CH2:34]2)=[O:32])=[N:22]1.C(N(CC)CC)C.O. (8) Given the product [NH:8]1[CH2:11][CH:10]([N:12]2[CH2:21][CH2:20][N:19]3[C@H:14]([CH2:15][O:16][CH2:17][C:18]3=[O:22])[CH2:13]2)[CH2:9]1, predict the reactants needed to synthesize it. The reactants are: C1(C(C2C=CC=CC=2)[N:8]2[CH2:11][CH:10]([N:12]3[CH2:21][CH2:20][N:19]4[C@H:14]([CH2:15][O:16][CH2:17][C:18]4=[O:22])[CH2:13]3)[CH2:9]2)C=CC=CC=1.C(O)=O.C([O-])=O.[NH4+]. (9) Given the product [CH3:1][O:2][C:3]1[CH:4]=[CH:5][C:6]([O:9][CH2:12][O:13][CH3:14])=[CH:7][N:8]=1, predict the reactants needed to synthesize it. The reactants are: [CH3:1][O:2][C:3]1[N:8]=[CH:7][C:6]([OH:9])=[CH:5][CH:4]=1.[H-].[Na+].[CH3:12][O:13][CH2:14]Cl.